From a dataset of Reaction yield outcomes from USPTO patents with 853,638 reactions. Predict the reaction yield, written as a fraction of the theoretical maximum amount of product (1.0 means a 100% yield; for example, 0.34 means a 34% yield). The reactants are [F:1][C:2]([F:8])([F:7])[S:3]([O-:6])(=[O:5])=[O:4].[Ca+2].[F:1][C:2]([F:8])([F:7])[S:3]([O-:6])(=[O:5])=[O:4].[Cl:18][C:19]1(Cl)[N:23]([CH3:24])[CH2:22][CH2:21][N:20]1[CH3:25]. The catalyst is C(#N)C. The product is [F:1][C:2]([F:8])([F:7])[S:3]([O-:6])(=[O:5])=[O:4].[CH3:25][NH+:20]1[CH2:21][CH2:22][N:23]([CH3:24])[CH:19]1[Cl:18]. The yield is 0.989.